From a dataset of Reaction yield outcomes from USPTO patents with 853,638 reactions. Predict the reaction yield, written as a fraction of the theoretical maximum amount of product (1.0 means a 100% yield; for example, 0.34 means a 34% yield). (1) The reactants are [CH2:1]([O:3][C:4](=[O:13])[CH:5]([C:7]1[N:11]=[C:10]([CH3:12])[O:9][N:8]=1)[CH3:6])[CH3:2].C1COCC1.[Li+].C[Si]([N-:24][Si](C)(C)C)(C)C.C1(P(ON)(C2C=CC=CC=2)=O)C=CC=CC=1. The catalyst is CN(C=O)C. The product is [NH2:24][C:5]([C:7]1[N:11]=[C:10]([CH3:12])[O:9][N:8]=1)([CH3:6])[C:4]([O:3][CH2:1][CH3:2])=[O:13]. The yield is 0.830. (2) The reactants are [NH2:1][C:2]1[CH:3]=[N:4][CH:5]=[CH:6][C:7]=1[C@@H:8]1[CH2:13][C@H:12]([CH3:14])[C@@:11]([CH3:16])([OH:15])[C@H:10]([OH:17])[CH2:9]1.[CH2:18]([O:25][C:26]([N:28]1[CH2:33][CH:32]=[C:31]([C:34]2[CH:39]=[C:38]([F:40])[C:37]([C:41]3[N:46]=[C:45]([C:47](O)=[O:48])[CH:44]=[CH:43][C:42]=3[F:50])=[C:36]([F:51])[CH:35]=2)[CH2:30][CH2:29]1)=[O:27])[C:19]1[CH:24]=[CH:23][CH:22]=[CH:21][CH:20]=1. No catalyst specified. The product is [OH:17][C@H:10]1[C@@:11]([OH:15])([CH3:16])[C@@H:12]([CH3:14])[CH2:13][C@@H:8]([C:7]2[CH:6]=[CH:5][N:4]=[CH:3][C:2]=2[NH:1][C:47]([C:45]2[N:46]=[C:41]([C:37]3[C:36]([F:51])=[CH:35][C:34]([C:31]4[CH2:32][CH2:33][N:28]([C:26]([O:25][CH2:18][C:19]5[CH:24]=[CH:23][CH:22]=[CH:21][CH:20]=5)=[O:27])[CH2:29][CH:30]=4)=[CH:39][C:38]=3[F:40])[C:42]([F:50])=[CH:43][CH:44]=2)=[O:48])[CH2:9]1. The yield is 0.390.